This data is from Forward reaction prediction with 1.9M reactions from USPTO patents (1976-2016). The task is: Predict the product of the given reaction. (1) Given the reactants F[C:2]1[CH:7]=[C:6]([C:8]2[CH:9]=[N:10][C:11]([O:26][CH3:27])=[C:12]([NH:14][CH:15]3[CH2:18][N:17]([C:19]([O:21][C:22]([CH3:25])([CH3:24])[CH3:23])=[O:20])[CH2:16]3)[CH:13]=2)[CH:5]=[CH:4][N:3]=1.[CH3:28][NH2:29].CO, predict the reaction product. The product is: [CH3:27][O:26][C:11]1[N:10]=[CH:9][C:8]([C:6]2[CH:5]=[CH:4][N:3]=[C:2]([NH:29][CH3:28])[CH:7]=2)=[CH:13][C:12]=1[NH:14][CH:15]1[CH2:18][N:17]([C:19]([O:21][C:22]([CH3:25])([CH3:24])[CH3:23])=[O:20])[CH2:16]1. (2) Given the reactants [CH2:1]([O:3][C:4]1([CH3:11])[O:9][CH2:8][C:7](=[O:10])[CH2:6][O:5]1)[CH3:2].[S:12]1[CH:16]=[CH:15][CH:14]=[C:13]1[CH:17]=O, predict the reaction product. The product is: [CH2:1]([O:3][C:4]1([CH3:11])[O:9]/[C:8](=[CH:17]\[C:13]2[S:12][CH:16]=[CH:15][CH:14]=2)/[C:7](=[O:10])/[C:6](=[CH:17]/[C:13]2[S:12][CH:16]=[CH:15][CH:14]=2)/[O:5]1)[CH3:2]. (3) Given the reactants [CH2:1]([O:3][P:4]([CH2:9][NH:10][C:11]1[CH:20]=[CH:19][C:18]2[C:13](=[C:14]([C:22]3[C:31]4[C:26](=[CH:27][CH:28]=[CH:29][CH:30]=4)[CH:25]=[CH:24][CH:23]=3)[CH:15]=[C:16](I)[CH:17]=2)[N:12]=1)(=[O:8])[O:5][CH2:6][CH3:7])[CH3:2].[N:32]1[CH:37]=[CH:36][CH:35]=[C:34](B(O)O)[CH:33]=1.C([O-])([O-])=O.[Na+].[Na+], predict the reaction product. The product is: [CH2:1]([O:3][P:4]([CH2:9][NH:10][C:11]1[CH:20]=[CH:19][C:18]2[C:13](=[C:14]([C:22]3[C:31]4[C:26](=[CH:27][CH:28]=[CH:29][CH:30]=4)[CH:25]=[CH:24][CH:23]=3)[CH:15]=[C:16]([C:34]3[CH:33]=[N:32][CH:37]=[CH:36][CH:35]=3)[CH:17]=2)[N:12]=1)(=[O:8])[O:5][CH2:6][CH3:7])[CH3:2]. (4) Given the reactants [CH2:1]([C:5]1[O:6][C:7]2[CH:26]=[CH:25][CH:24]=[CH:23][C:8]=2[C:9]=1[C:10]([C:12]1[CH:17]=[CH:16][C:15]([OH:18])=[C:14]([C:19]([F:22])([F:21])[F:20])[CH:13]=1)=[O:11])[CH2:2][CH2:3][CH3:4].[Na+].[I-].C([O-])([O-])=O.[K+].[K+].Cl[CH2:36][CH2:37][N:38]([CH2:41][CH3:42])[CH2:39][CH3:40], predict the reaction product. The product is: [CH2:1]([C:5]1[O:6][C:7]2[CH:26]=[CH:25][CH:24]=[CH:23][C:8]=2[C:9]=1[C:10]([C:12]1[CH:17]=[CH:16][C:15]([O:18][CH2:36][CH2:37][N:38]([CH2:41][CH3:42])[CH2:39][CH3:40])=[C:14]([C:19]([F:22])([F:20])[F:21])[CH:13]=1)=[O:11])[CH2:2][CH2:3][CH3:4]. (5) Given the reactants [CH2:1]([O:3][C:4](=[O:28])[CH2:5][C:6]1[CH:7]=[C:8]([C:14]2[CH:19]=[CH:18][C:17]([C:20]([F:23])([F:22])[F:21])=[CH:16][C:15]=2[CH2:24][NH:25][CH2:26][CH3:27])[C:9]([O:12][CH3:13])=[CH:10][CH:11]=1)[CH3:2].C(N(C(C)C)CC)(C)C.[C:38](Cl)(Cl)=[O:39].[Cl:42][C:43]1[CH:50]=[CH:49][C:46]([CH2:47][NH2:48])=[CH:45][CH:44]=1.C(N(CC)CC)C, predict the reaction product. The product is: [CH2:1]([O:3][C:4](=[O:28])[CH2:5][C:6]1[CH:7]=[C:8]([C:14]2[CH:19]=[CH:18][C:17]([C:20]([F:23])([F:21])[F:22])=[CH:16][C:15]=2[CH2:24][N:25]([CH2:26][CH3:27])[C:38]([NH:48][CH2:47][C:46]2[CH:49]=[CH:50][C:43]([Cl:42])=[CH:44][CH:45]=2)=[O:39])[C:9]([O:12][CH3:13])=[CH:10][CH:11]=1)[CH3:2]. (6) The product is: [CH3:1][O:2][C:3]1[C:8]([O:9][CH3:10])=[C:7]([O:11][CH2:12][C:13]2[CH:18]=[CH:17][CH:16]=[CH:15][CH:14]=2)[C:6]([CH3:19])=[C:5]([CH2:32][CH2:33][C:34]2[CH:39]=[CH:38][C:37]([O:40][Si:41]([C:44]([CH3:45])([CH3:47])[CH3:46])([CH3:42])[CH3:43])=[CH:36][CH:35]=2)[N:4]=1. Given the reactants [CH3:1][O:2][C:3]1[C:8]([O:9][CH3:10])=[C:7]([O:11][CH2:12][C:13]2[CH:18]=[CH:17][CH:16]=[CH:15][CH:14]=2)[C:6]([CH3:19])=[C:5](Br)[N:4]=1.C1COCC1.C([Li])CCC.Br[CH2:32][CH2:33][C:34]1[CH:39]=[CH:38][C:37]([O:40][Si:41]([C:44]([CH3:47])([CH3:46])[CH3:45])([CH3:43])[CH3:42])=[CH:36][CH:35]=1, predict the reaction product. (7) Given the reactants [C:1]1([N:7]2[N:11]=[C:10]([CH2:12][NH2:13])[CH:9]=[N:8]2)[CH:6]=[CH:5][CH:4]=[CH:3][CH:2]=1.Cl[C:15]1[CH:20]=[C:19]([C:21]2[CH:26]=[CH:25][CH:24]=[C:23]([CH3:27])[C:22]=2[CH3:28])[N:18]=[C:17]([NH2:29])[N:16]=1, predict the reaction product. The product is: [CH3:28][C:22]1[C:23]([CH3:27])=[CH:24][CH:25]=[CH:26][C:21]=1[C:19]1[N:18]=[C:17]([NH2:29])[N:16]=[C:15]([NH:13][CH2:12][C:10]2[CH:9]=[N:8][N:7]([C:1]3[CH:6]=[CH:5][CH:4]=[CH:3][CH:2]=3)[N:11]=2)[CH:20]=1. (8) Given the reactants [O:1]1[CH:5]=[CH:4][CH:3]=[C:2]1[C:6]1[CH:35]=[CH:34][C:9]([C:10]([N:12]([CH2:16][C:17]2[C:18]([O:23][CH2:24][CH2:25][CH2:26][CH2:27][CH2:28][C:29]([O:31]CC)=[O:30])=[N:19][CH:20]=[CH:21][CH:22]=2)[CH:13]([CH3:15])[CH3:14])=[O:11])=[CH:8][CH:7]=1.O.[OH-].[Li+].Cl, predict the reaction product. The product is: [O:1]1[CH:5]=[CH:4][CH:3]=[C:2]1[C:6]1[CH:7]=[CH:8][C:9]([C:10]([N:12]([CH2:16][C:17]2[C:18]([O:23][CH2:24][CH2:25][CH2:26][CH2:27][CH2:28][C:29]([OH:31])=[O:30])=[N:19][CH:20]=[CH:21][CH:22]=2)[CH:13]([CH3:15])[CH3:14])=[O:11])=[CH:34][CH:35]=1.